Task: Predict the reactants needed to synthesize the given product.. Dataset: Full USPTO retrosynthesis dataset with 1.9M reactions from patents (1976-2016) (1) Given the product [CH2:19]([N:15]1[CH2:16][CH:17]2[CH2:18][NH:11][CH:12]([C:26]3[CH:31]=[CH:30][C:29]([F:32])=[CH:28][C:27]=3[CH3:33])[CH:13]2[CH2:14]1)[C:20]1[CH:21]=[CH:22][CH:23]=[CH:24][CH:25]=1, predict the reactants needed to synthesize it. The reactants are: C(OC([N:11]1[CH2:18][CH:17]2[CH:13]([CH2:14][N:15]([CH2:19][C:20]3[CH:25]=[CH:24][CH:23]=[CH:22][CH:21]=3)[CH2:16]2)[CH:12]1[C:26]1[CH:31]=[CH:30][C:29]([F:32])=[CH:28][C:27]=1[CH3:33])=O)C1C=CC=CC=1.Br.C(OCC)C. (2) The reactants are: Cl.[O:2]1[C:7]2([CH2:12][CH2:11][N:10]([C:13]([O:15][C:16]([CH3:19])([CH3:18])[CH3:17])=[O:14])[CH2:9][CH2:8]2)[CH2:6][NH:5][CH2:4][CH2:3]1.[CH2:20]([C:22]1[N:23]=[C:24]([C:27](O)=[O:28])[S:25][CH:26]=1)[CH3:21].C(N(CC)CC)C.C(P1(=O)OP(CCC)(=O)OP(CCC)(=O)O1)CC. Given the product [CH2:20]([C:22]1[N:23]=[C:24]([C:27]([N:5]2[CH2:6][C:7]3([CH2:12][CH2:11][N:10]([C:13]([O:15][C:16]([CH3:19])([CH3:18])[CH3:17])=[O:14])[CH2:9][CH2:8]3)[O:2][CH2:3][CH2:4]2)=[O:28])[S:25][CH:26]=1)[CH3:21], predict the reactants needed to synthesize it. (3) The reactants are: [CH3:1][Mg]Br.[F:4][C:5]1[CH:10]=[CH:9][C:8]([C@H:11]2[CH2:13][C@@H:12]2[C:14](N(OC)C)=[O:15])=[CH:7][CH:6]=1. Given the product [F:4][C:5]1[CH:10]=[CH:9][C:8]([C@H:11]2[CH2:13][C@@H:12]2[C:14](=[O:15])[CH3:1])=[CH:7][CH:6]=1, predict the reactants needed to synthesize it. (4) The reactants are: [F:1][C:2]1[CH:17]=[CH:16][C:5]([O:6][C:7]2[CH:15]=[CH:14][C:10]([C:11]([OH:13])=O)=[CH:9][CH:8]=2)=[CH:4][CH:3]=1.[F:18][C:19]1[CH:24]=[CH:23][C:22]([CH:25]([C:29]2[CH:34]=[CH:33][C:32]([F:35])=[CH:31][CH:30]=2)[CH2:26][CH2:27][NH2:28])=[CH:21][CH:20]=1.C(Cl)CCl.C1C=CC2N(O)N=NC=2C=1.CCN(C(C)C)C(C)C. Given the product [F:18][C:19]1[CH:24]=[CH:23][C:22]([CH:25]([C:29]2[CH:30]=[CH:31][C:32]([F:35])=[CH:33][CH:34]=2)[CH2:26][CH2:27][NH:28][C:11](=[O:13])[C:10]2[CH:9]=[CH:8][C:7]([O:6][C:5]3[CH:4]=[CH:3][C:2]([F:1])=[CH:17][CH:16]=3)=[CH:15][CH:14]=2)=[CH:21][CH:20]=1, predict the reactants needed to synthesize it. (5) The reactants are: [Cl:1][C:2]1[CH:3]=[CH:4][C:5]([O:10][CH2:11][C:12]2[CH:17]=[CH:16][CH:15]=[CH:14][CH:13]=2)=[C:6]([CH:9]=1)[CH:7]=[O:8].[CH:18]([C:20]([CH2:22][CH3:23])=[O:21])=[CH2:19].C(N(CC)CC)C. Given the product [Cl:1][C:2]1[CH:3]=[CH:4][C:5]([O:10][CH2:11][C:12]2[CH:13]=[CH:14][CH:15]=[CH:16][CH:17]=2)=[C:6]([C:7](=[O:8])[CH2:19][CH2:18][C:20](=[O:21])[CH2:22][CH3:23])[CH:9]=1, predict the reactants needed to synthesize it. (6) The reactants are: [CH2:1]([N:5]1[CH:10]=[CH:9][C:8]([CH3:12])([CH3:11])[CH2:7][CH2:6]1)[CH:2]([CH3:4])[CH3:3].C(N(CC)CC)C.[C:20]([C:24]1[CH:32]=[CH:31][C:27]([C:28](Cl)=[O:29])=[CH:26][CH:25]=1)([CH3:23])([CH3:22])[CH3:21].C(=O)([O-])[O-].[Na+].[Na+]. Given the product [C:20]([C:24]1[CH:25]=[CH:26][C:27]([C:28]([C:9]2[C:8]([CH3:12])([CH3:11])[CH2:7][CH2:6][N:5]([CH2:1][CH:2]([CH3:4])[CH3:3])[CH:10]=2)=[O:29])=[CH:31][CH:32]=1)([CH3:23])([CH3:21])[CH3:22], predict the reactants needed to synthesize it. (7) Given the product [CH3:1][N:2]([CH3:21])[CH2:3][CH2:4][N:5]1[C:14]2[C:9](=[CH:10][C:11]([I:16])=[C:12]([NH:26][CH2:25][CH2:24][N:23]([CH3:27])[CH3:22])[CH:13]=2)[C:8](=[O:17])[C:7]([C:18]([OH:20])=[O:19])=[CH:6]1, predict the reactants needed to synthesize it. The reactants are: [CH3:1][N:2]([CH3:21])[CH2:3][CH2:4][N:5]1[C:14]2[C:9](=[CH:10][C:11]([I:16])=[C:12](F)[CH:13]=2)[C:8](=[O:17])[C:7]([C:18]([OH:20])=[O:19])=[CH:6]1.[CH3:22][N:23]([CH3:27])[CH2:24][CH2:25][NH2:26].C(=O)([O-])[O-].[K+].[K+].Cl. (8) Given the product [CH2:1]([O:23][C:24]1[CH:31]=[C:30]([O:32][CH2:33][CH2:34][CH2:35][CH2:36][CH2:37][CH2:38][CH2:39][CH2:40][CH2:41][CH2:42][CH2:43][CH2:44][CH2:45][CH2:46][CH2:47][CH2:48][CH2:49][CH2:50][CH2:51][CH2:52][CH2:53][CH3:54])[CH:29]=[CH:28][C:25]=1[CH2:26][OH:27])[CH2:2][CH2:3][CH2:4][CH2:5][CH2:6][CH2:7][CH2:8][CH2:9][CH2:10][CH2:11][CH2:12][CH2:13][CH2:14][CH2:15][CH2:16][CH2:17][CH2:18][CH2:19][CH2:20][CH2:21][CH3:22], predict the reactants needed to synthesize it. The reactants are: [CH2:1]([O:23][C:24]1[CH:31]=[C:30]([O:32][CH2:33][CH2:34][CH2:35][CH2:36][CH2:37][CH2:38][CH2:39][CH2:40][CH2:41][CH2:42][CH2:43][CH2:44][CH2:45][CH2:46][CH2:47][CH2:48][CH2:49][CH2:50][CH2:51][CH2:52][CH2:53][CH3:54])[CH:29]=[CH:28][C:25]=1[CH:26]=[O:27])[CH2:2][CH2:3][CH2:4][CH2:5][CH2:6][CH2:7][CH2:8][CH2:9][CH2:10][CH2:11][CH2:12][CH2:13][CH2:14][CH2:15][CH2:16][CH2:17][CH2:18][CH2:19][CH2:20][CH2:21][CH3:22].[BH4-].[Na+]. (9) Given the product [Br:13][C:14]1[C:19]([O:20][CH2:25][CH2:24][CH2:23][CH:22]=[CH2:21])=[CH:18][CH:17]=[CH:16][N:15]=1, predict the reactants needed to synthesize it. The reactants are: N(C(OCC)=O)=NC(OCC)=O.[Br:13][C:14]1[C:19]([OH:20])=[CH:18][CH:17]=[CH:16][N:15]=1.[CH2:21](O)[CH2:22][CH2:23][CH:24]=[CH2:25].C1C=CC(P(C2C=CC=CC=2)C2C=CC=CC=2)=CC=1. (10) Given the product [N:1]1[CH:6]=[CH:5][CH:4]=[C:3]([CH2:7][S:8][C:9]2[CH:18]=[CH:17][CH:16]=[CH:15][C:10]=2[C:11]([OH:13])=[O:12])[CH:2]=1, predict the reactants needed to synthesize it. The reactants are: [N:1]1[CH:6]=[CH:5][CH:4]=[C:3]([CH2:7][S:8][C:9]2[CH:18]=[CH:17][CH:16]=[CH:15][C:10]=2[C:11]([O:13]C)=[O:12])[CH:2]=1.[Li+].[OH-].O.